Regression. Given a peptide amino acid sequence and an MHC pseudo amino acid sequence, predict their binding affinity value. This is MHC class II binding data. From a dataset of Peptide-MHC class II binding affinity with 134,281 pairs from IEDB. (1) The peptide sequence is SMKLPGSLSALIRAT. The MHC is DRB1_0101 with pseudo-sequence DRB1_0101. The binding affinity (normalized) is 0.521. (2) The peptide sequence is NCEALSLVSHIVKWK. The MHC is DRB1_0301 with pseudo-sequence DRB1_0301. The binding affinity (normalized) is 0.430. (3) The peptide sequence is IGKLFTQTMKGVERL. The MHC is HLA-DQA10601-DQB10402 with pseudo-sequence HLA-DQA10601-DQB10402. The binding affinity (normalized) is 0.400. (4) The peptide sequence is ILTVSVAVSEGKPTE. The MHC is HLA-DQA10101-DQB10501 with pseudo-sequence HLA-DQA10101-DQB10501. The binding affinity (normalized) is 0. (5) The peptide sequence is PNESYKKQVTIRIGC. The MHC is HLA-DPA10201-DPB10501 with pseudo-sequence HLA-DPA10201-DPB10501. The binding affinity (normalized) is 0.126. (6) The peptide sequence is KAFAEGLSGEPKGGA. The MHC is DRB1_1101 with pseudo-sequence DRB1_1101. The binding affinity (normalized) is 0.0413.